From a dataset of Forward reaction prediction with 1.9M reactions from USPTO patents (1976-2016). Predict the product of the given reaction. (1) Given the reactants [OH:1][CH:2]([CH3:15])[CH2:3][C:4]([CH:6]1[C:11]([CH3:13])([CH3:12])[CH2:10][CH2:9][CH:8]=[C:7]1[CH3:14])=[O:5].CCN(CC)CC.[S:23](Cl)([C:26]1[CH:32]=[CH:31][C:29]([CH3:30])=[CH:28][CH:27]=1)(=[O:25])=[O:24].Cl, predict the reaction product. The product is: [CH3:30][C:29]1[CH:31]=[CH:32][C:26]([S:23]([O:1][CH:2]([CH3:15])[CH2:3][C:4](=[O:5])[CH:6]2[C:11]([CH3:13])([CH3:12])[CH2:10][CH2:9][CH:8]=[C:7]2[CH3:14])(=[O:25])=[O:24])=[CH:27][CH:28]=1. (2) Given the reactants [F:1][C:2]([F:17])([F:16])[C:3]1[CH:15]=[CH:14][CH:13]=[CH:12][C:4]=1[O:5][CH:6]1[CH2:11][CH2:10][NH:9][CH2:8][CH2:7]1.Br[C:19]1[S:20][CH:21]=[C:22]([C:24]([O:26][CH2:27][CH3:28])=[O:25])[N:23]=1.C1CCN2C(=NCCC2)CC1.O, predict the reaction product. The product is: [F:17][C:2]([F:1])([F:16])[C:3]1[CH:15]=[CH:14][CH:13]=[CH:12][C:4]=1[O:5][CH:6]1[CH2:11][CH2:10][N:9]([C:19]2[S:20][CH:21]=[C:22]([C:24]([O:26][CH2:27][CH3:28])=[O:25])[N:23]=2)[CH2:8][CH2:7]1.